Predict the reactants needed to synthesize the given product. From a dataset of Full USPTO retrosynthesis dataset with 1.9M reactions from patents (1976-2016). (1) Given the product [N:3]1[C:4]2[CH:6]=[CH:11][CH:16]=[CH:14][C:13]=2[NH:17][C:18]=1[C:20]1[S:21][CH:22]=[C:23]([C:25]2[O:26][CH:27]=[CH:28][CH:29]=2)[N:24]=1, predict the reactants needed to synthesize it. The reactants are: CO[N:3](C)[C:4]([C:6]1[CH:11]=CC=CN=1)=O.[CH2:13]([NH:17][C:18]([C:20]1[S:21][CH:22]=[C:23]([C:25]2[O:26][CH:27]=[CH:28][CH:29]=2)[N:24]=1)=O)[CH:14]([CH3:16])C. (2) The reactants are: Br[C:2]1[N:6]2[CH:7]=[CH:8][C:9]([N:11](C(OC(C)(C)C)=O)C(OC(C)(C)C)=O)=[N:10][C:5]2=[N:4][CH:3]=1.[SH:26][C:27]1[CH:41]=[CH:40][C:30]2[N:31]=[C:32]([NH:34][C:35]([CH:37]3[CH2:39][CH2:38]3)=[O:36])[S:33][C:29]=2[CH:28]=1.C(=O)([O-])[O-].[K+].[K+]. Given the product [NH2:11][C:9]1[CH:8]=[CH:7][N:6]2[C:2]([S:26][C:27]3[CH:41]=[CH:40][C:30]4[N:31]=[C:32]([NH:34][C:35]([CH:37]5[CH2:38][CH2:39]5)=[O:36])[S:33][C:29]=4[CH:28]=3)=[CH:3][N:4]=[C:5]2[N:10]=1, predict the reactants needed to synthesize it. (3) Given the product [C:46]1([CH2:52][CH2:53][CH2:54][CH2:55][CH2:56][O:25][C:24](=[O:26])[CH2:23][NH:22][C:20]2[CH:19]=[CH:18][CH:17]=[C:16]([CH:15]([S:12]([C:7]3[CH:8]=[CH:9][CH:10]=[CH:11][N:6]=3)(=[O:14])=[O:13])[NH:27][CH2:28][C:29]3[CH:34]=[CH:33][C:32]([C:35]4[S:36][CH:37]=[CH:38][N:39]=4)=[CH:31][CH:30]=3)[N:21]=2)[CH:51]=[CH:50][CH:49]=[CH:48][CH:47]=1, predict the reactants needed to synthesize it. The reactants are: CN(C)C=O.[N:6]1[CH:11]=[CH:10][CH:9]=[CH:8][C:7]=1[S:12]([CH:15]([NH:27][CH2:28][C:29]1[CH:34]=[CH:33][C:32]([C:35]2[S:36][CH:37]=[CH:38][N:39]=2)=[CH:31][CH:30]=1)[C:16]1[N:21]=[C:20]([NH:22][CH2:23][C:24]([OH:26])=[O:25])[CH:19]=[CH:18][CH:17]=1)(=[O:14])=[O:13].C(=O)([O-])[O-].[K+].[K+].[C:46]1([CH2:52][CH2:53][CH2:54][CH2:55][CH2:56]CS([O-])(=O)=O)[CH:51]=[CH:50][CH:49]=[CH:48][CH:47]=1. (4) Given the product [CH3:18][C@@H:17]1[CH2:16][CH2:15][N:14]([C:21]2([CH2:23][C:24]#[N:25])[CH2:22][O:19][CH2:20]2)[CH2:13][C@@H:12]1[N:2]([CH3:1])[C:3]1[C:4]2[CH:11]=[CH:10][NH:9][C:5]=2[N:6]=[CH:7][N:8]=1, predict the reactants needed to synthesize it. The reactants are: [CH3:1][N:2]([C@@H:12]1[C@H:17]([CH3:18])[CH2:16][CH2:15][NH:14][CH2:13]1)[C:3]1[C:4]2[CH:11]=[CH:10][NH:9][C:5]=2[N:6]=[CH:7][N:8]=1.[O:19]1[CH2:22][C:21](=[CH:23][C:24]#[N:25])[CH2:20]1.N12CCCC=C1CCNCC2. (5) Given the product [CH2:21]([O:28][C:29]1[CH:36]=[CH:35][C:32]([CH:33]([OH:34])[C:16]([CH3:20])([O:9][C:10]2[CH:15]=[CH:14][CH:13]=[CH:12][CH:11]=2)[C:17]([OH:19])=[O:18])=[CH:31][C:30]=1[O:37][CH3:38])[C:22]1[CH:23]=[CH:24][CH:25]=[CH:26][CH:27]=1, predict the reactants needed to synthesize it. The reactants are: [Li+].CC([N-]C(C)C)C.[O:9]([CH:16]([CH3:20])[C:17]([OH:19])=[O:18])[C:10]1[CH:15]=[CH:14][CH:13]=[CH:12][CH:11]=1.[CH2:21]([O:28][C:29]1[CH:36]=[CH:35][C:32]([CH:33]=[O:34])=[CH:31][C:30]=1[O:37][CH3:38])[C:22]1[CH:27]=[CH:26][CH:25]=[CH:24][CH:23]=1. (6) The reactants are: [CH3:1][O:2][C:3]1[CH:8]=[CH:7][C:6]([C:9]2[CH:14]=[CH:13][C:12]([NH:15][C:16](=[O:31])/[CH:17]=[CH:18]/[C:19]3[CH:24]=[CH:23][C:22]([CH2:25][N:26]4[CH2:30][CH2:29][CH2:28][CH2:27]4)=[CH:21][CH:20]=3)=[CH:11][CH:10]=2)=[CH:5][CH:4]=1. Given the product [CH3:1][O:2][C:3]1[CH:8]=[CH:7][C:6]([C:9]2[CH:10]=[CH:11][C:12]([NH:15][C:16](=[O:31])[CH2:17][CH2:18][C:19]3[CH:24]=[CH:23][C:22]([CH2:25][N:26]4[CH2:30][CH2:29][CH2:28][CH2:27]4)=[CH:21][CH:20]=3)=[CH:13][CH:14]=2)=[CH:5][CH:4]=1, predict the reactants needed to synthesize it. (7) Given the product [C:1]([O:6][CH2:21][CH2:22][OH:23])(=[O:5])[C:2]([CH3:4])=[CH2:3], predict the reactants needed to synthesize it. The reactants are: [C:1]([OH:6])(=[O:5])[C:2]([CH3:4])=[CH2:3].C1C2NC3C(=CC=CC=3)SC=2C=CC=1.[CH2:21]1[O:23][CH2:22]1. (8) Given the product [CH3:13][C:14]1[C:15]([C:2]2[CH:3]=[C:4]([C:7]([OH:12])=[CH:8][C:9]=2[O:10][CH3:11])[CH:5]=[O:6])=[CH:16][C:17]2[C:18]([CH3:27])([CH3:26])[CH2:19][CH2:20][C:21]([CH3:25])([CH3:24])[C:22]=2[CH:23]=1, predict the reactants needed to synthesize it. The reactants are: Br[C:2]1[CH:3]=[C:4]([C:7]([OH:12])=[CH:8][C:9]=1[O:10][CH3:11])[CH:5]=[O:6].[CH3:13][C:14]1[C:15](B(O)O)=[CH:16][C:17]2[C:18]([CH3:27])([CH3:26])[CH2:19][CH2:20][C:21]([CH3:25])([CH3:24])[C:22]=2[CH:23]=1.C(=O)([O-])[O-].[K+].[K+].O.